Dataset: TCR-epitope binding with 47,182 pairs between 192 epitopes and 23,139 TCRs. Task: Binary Classification. Given a T-cell receptor sequence (or CDR3 region) and an epitope sequence, predict whether binding occurs between them. (1) The epitope is KAFSPEVIPMF. The TCR CDR3 sequence is CSARAGTKTYEQYF. Result: 1 (the TCR binds to the epitope). (2) The epitope is MPASWVMRI. The TCR CDR3 sequence is CASSTPSFKNEQFF. Result: 1 (the TCR binds to the epitope). (3) The epitope is VLWAHGFEL. The TCR CDR3 sequence is CASSTGAIEQFF. Result: 1 (the TCR binds to the epitope). (4) The epitope is GLIYNRMGAVTTEV. The TCR CDR3 sequence is CASSFALVSGELFF. Result: 0 (the TCR does not bind to the epitope). (5) The epitope is RLRAEAQVK. The TCR CDR3 sequence is CASSEDSSGEQYF. Result: 1 (the TCR binds to the epitope). (6) The epitope is FTYASALWEI. The TCR CDR3 sequence is CASSDGSFNEQFF. Result: 0 (the TCR does not bind to the epitope). (7) The epitope is LLWNGPMAV. The TCR CDR3 sequence is CASSVDRDTEAFF. Result: 0 (the TCR does not bind to the epitope). (8) The epitope is RLRAEAQVK. The TCR CDR3 sequence is CASSQGHGQGAFSNSPLHF. Result: 1 (the TCR binds to the epitope). (9) The epitope is IPIQASLPF. The TCR CDR3 sequence is CASSFGEAYEQYF. Result: 0 (the TCR does not bind to the epitope).